This data is from Reaction yield outcomes from USPTO patents with 853,638 reactions. The task is: Predict the reaction yield, written as a fraction of the theoretical maximum amount of product (1.0 means a 100% yield; for example, 0.34 means a 34% yield). (1) The reactants are [O:1]([CH2:8][CH:9]1[CH2:25][N:13]2[CH2:14][CH2:15][N:16]([C:18]3[CH:23]=[CH:22][N:21]=[C:20](Cl)[N:19]=3)[CH2:17][CH:12]2[CH2:11][CH2:10]1)[C:2]1[CH:7]=[CH:6][CH:5]=[CH:4][CH:3]=1.[H][H]. The catalyst is Cl.C(O)C.[Pd]. The product is [O:1]([CH2:8][CH:9]1[CH2:25][N:13]2[CH2:14][CH2:15][N:16]([C:18]3[CH:23]=[CH:22][N:21]=[CH:20][N:19]=3)[CH2:17][CH:12]2[CH2:11][CH2:10]1)[C:2]1[CH:7]=[CH:6][CH:5]=[CH:4][CH:3]=1. The yield is 0.200. (2) The reactants are C[O:2][C:3](=[O:29])[CH:4]([NH:16][C:17]([CH3:28])=[CH:18][C:19](=[O:27])[C:20]1[CH:25]=[CH:24][C:23]([F:26])=[CH:22][CH:21]=1)[CH2:5][C:6]1[CH:11]=[CH:10][C:9]([O:12][CH2:13][CH2:14]Br)=[CH:8][CH:7]=1.[CH:30]1[C:42]2[NH:41][C:40]3[C:35](=[CH:36][CH:37]=[CH:38][CH:39]=3)[C:34]=2[CH:33]=[CH:32][CH:31]=1.[OH-].[Na+]. The catalyst is C1C=CC=CC=1.[Br-].C([N+](CCCC)(CCCC)CCCC)CCC. The product is [CH3:28][C:17]([NH:16][CH:4]([CH2:5][C:6]1[CH:7]=[CH:8][C:9]([O:12][CH2:13][CH2:14][C:39]2[C:40]3[NH:41][C:42]4[C:34](=[CH:33][CH:32]=[CH:31][CH:30]=4)[C:35]=3[CH:36]=[CH:37][CH:38]=2)=[CH:10][CH:11]=1)[C:3]([OH:2])=[O:29])=[CH:18][C:19](=[O:27])[C:20]1[CH:21]=[CH:22][C:23]([F:26])=[CH:24][CH:25]=1. The yield is 0.230.